This data is from Forward reaction prediction with 1.9M reactions from USPTO patents (1976-2016). The task is: Predict the product of the given reaction. Given the reactants Cl.Cl.Cl.[N:4]1([C:10]2[N:15]=[CH:14][C:13]([C:16]3[CH:17]=[N:18][CH:19]=[CH:20][CH:21]=3)=[CH:12][N:11]=2)[CH2:9][CH2:8][NH:7][CH2:6][CH2:5]1.[CH2:22]([C@@H:29]1[CH2:33][O:32][C:31](=[O:34])[N:30]1[C:35](=[O:45])[C@H:36]([CH2:40][S:41](Cl)(=[O:43])=[O:42])[CH:37]([CH3:39])[CH3:38])[C:23]1[CH:28]=[CH:27][CH:26]=[CH:25][CH:24]=1, predict the reaction product. The product is: [CH2:22]([C@@H:29]1[CH2:33][O:32][C:31](=[O:34])[N:30]1[C:35](=[O:45])[C@H:36]([CH2:40][S:41]([N:7]1[CH2:6][CH2:5][N:4]([C:10]2[N:15]=[CH:14][C:13]([C:16]3[CH:17]=[N:18][CH:19]=[CH:20][CH:21]=3)=[CH:12][N:11]=2)[CH2:9][CH2:8]1)(=[O:43])=[O:42])[CH:37]([CH3:39])[CH3:38])[C:23]1[CH:28]=[CH:27][CH:26]=[CH:25][CH:24]=1.